Dataset: Peptide-MHC class I binding affinity with 185,985 pairs from IEDB/IMGT. Task: Regression. Given a peptide amino acid sequence and an MHC pseudo amino acid sequence, predict their binding affinity value. This is MHC class I binding data. (1) The peptide sequence is GVDGGWQAL. The MHC is HLA-A30:02 with pseudo-sequence HLA-A30:02. The binding affinity (normalized) is 0.213. (2) The peptide sequence is PELGAFFAI. The MHC is HLA-B51:01 with pseudo-sequence HLA-B51:01. The binding affinity (normalized) is 0.0847. (3) The peptide sequence is FPTKYAAAF. The MHC is Mamu-A2201 with pseudo-sequence Mamu-A2201. The binding affinity (normalized) is 0.604. (4) The peptide sequence is HTSALSLGY. The MHC is SLA-10401 with pseudo-sequence SLA-10401. The binding affinity (normalized) is 0.529. (5) The peptide sequence is APDGFYPFK. The MHC is HLA-B51:01 with pseudo-sequence HLA-B51:01. The binding affinity (normalized) is 0.0847. (6) The peptide sequence is AFEKMVSLL. The MHC is HLA-A23:01 with pseudo-sequence HLA-A23:01. The binding affinity (normalized) is 0.165. (7) The binding affinity (normalized) is 0.213. The MHC is HLA-B07:02 with pseudo-sequence HLA-B07:02. The peptide sequence is AALEGLSGF. (8) The peptide sequence is YPARVKCAL. The MHC is HLA-A02:06 with pseudo-sequence HLA-A02:06. The binding affinity (normalized) is 0.0847.